Dataset: Forward reaction prediction with 1.9M reactions from USPTO patents (1976-2016). Task: Predict the product of the given reaction. (1) Given the reactants [Br:1][C:2]1[N:7]=[C:6]([CH:8]([N:12]2[CH2:17][CH2:16][O:15][CH2:14][CH2:13]2)[C:9]([O-:11])=O)[CH:5]=[CH:4][CH:3]=1.[K+].C1C=CC2N(O)N=[N:25][C:23]=2C=1.C(Cl)CCl.Cl.CN.CCN(C(C)C)C(C)C, predict the reaction product. The product is: [Br:1][C:2]1[N:7]=[C:6]([CH:8]([N:12]2[CH2:17][CH2:16][O:15][CH2:14][CH2:13]2)[C:9]([NH:25][CH3:23])=[O:11])[CH:5]=[CH:4][CH:3]=1. (2) Given the reactants [CH3:1][O:2][C:3](=[O:17])[CH2:4][NH:5][C:6](=[O:16])[CH2:7][NH:8]C(OC(C)(C)C)=O.[C:18]([OH:24])([C:20]([F:23])([F:22])[F:21])=[O:19], predict the reaction product. The product is: [F:21][C:20]([F:23])([F:22])[C:18]([OH:24])=[O:19].[CH3:1][O:2][C:3](=[O:17])[CH2:4][NH:5][C:6](=[O:16])[CH2:7][NH2:8]. (3) Given the reactants [Cl:1][C:2]1[CH:3]=[C:4]([NH:16][C:17]2[C:26]3[C:21](=[CH:22][C:23]([O:39][CH2:40][CH3:41])=[C:24]([NH:27][C:28](=[O:38])[CH2:29]P(OCC)(OCC)=O)[CH:25]=3)[N:20]=[CH:19][C:18]=2[C:42]#[N:43])[CH:5]=[CH:6][C:7]=1[O:8][CH2:9][C:10]1[CH:15]=[CH:14][CH:13]=[CH:12][N:11]=1.C[Si]([N-][Si](C)(C)C)(C)C.[Li+].C1(C)C=CC=CC=1.[CH:61]([C@@H:63]1[CH2:67][CH2:66][CH2:65][N:64]1[C:68]([O:70][C:71]([CH3:74])([CH3:73])[CH3:72])=[O:69])=O, predict the reaction product. The product is: [Cl:1][C:2]1[CH:3]=[C:4]([NH:16][C:17]2[C:26]3[C:21](=[CH:22][C:23]([O:39][CH2:40][CH3:41])=[C:24]([NH:27][C:28](=[O:38])/[CH:29]=[CH:61]/[C@@H:63]4[CH2:67][CH2:66][CH2:65][N:64]4[C:68]([O:70][C:71]([CH3:72])([CH3:74])[CH3:73])=[O:69])[CH:25]=3)[N:20]=[CH:19][C:18]=2[C:42]#[N:43])[CH:5]=[CH:6][C:7]=1[O:8][CH2:9][C:10]1[CH:15]=[CH:14][CH:13]=[CH:12][N:11]=1.